Task: Predict the reaction yield, written as a fraction of the theoretical maximum amount of product (1.0 means a 100% yield; for example, 0.34 means a 34% yield).. Dataset: Reaction yield outcomes from USPTO patents with 853,638 reactions (1) The reactants are [C:1](#[N:5])[CH2:2][C:3]#[N:4].[C:6]1([N:12]=[C:13]=[S:14])[CH:11]=[CH:10][CH:9]=[CH:8][CH:7]=1.[CH3:15]I. The catalyst is CN(C=O)C. The product is [CH3:15][S:14][C:13]([NH:12][C:6]1[CH:11]=[CH:10][CH:9]=[CH:8][CH:7]=1)=[C:2]([C:1]#[N:5])[C:3]#[N:4]. The yield is 0.982. (2) The product is [NH2:15][C:12]1[C:11]([C:23]([CH:25]2[CH2:26][CH2:27]2)=[O:24])=[CH:10][C:9]([Cl:8])=[N:14][CH:13]=1. The reactants are C(O)(C(F)(F)F)=O.[Cl:8][C:9]1[N:14]=[CH:13][C:12]([NH:15]C(=O)OC(C)(C)C)=[C:11]([C:23]([CH:25]2[CH2:27][CH2:26]2)=[O:24])[CH:10]=1. The catalyst is C(Cl)Cl. The yield is 0.930. (3) The reactants are CN([CH:9]=[O:10])C1C=CC=CC=1.P(Cl)(Cl)(Cl)=O.[CH3:16][C:17]1[CH:18]=[C:19]([O:24][CH2:25][CH:26]=[CH2:27])[CH:20]=[C:21]([CH3:23])[CH:22]=1. No catalyst specified. The product is [CH2:25]([O:24][C:19]1[CH:20]=[C:21]([CH3:23])[C:22]([CH:9]=[O:10])=[C:17]([CH3:16])[CH:18]=1)[CH:26]=[CH2:27]. The yield is 0.510. (4) The reactants are FC(F)(F)S(O[C:7]1[CH2:8][CH2:9][N:10]([C:12]([O:14][CH2:15][C:16]2[CH:21]=[CH:20][CH:19]=[CH:18][CH:17]=2)=[O:13])[CH:11]=1)(=O)=O.C([O-])([O-])=O.[K+].[K+].[CH3:30][O:31][C:32]1[N:37]=[CH:36][C:35](B(O)O)=[CH:34][CH:33]=1.C([O-])(O)=O.[Na+]. The catalyst is C1COCC1.O. The product is [CH3:30][O:31][C:32]1[N:37]=[CH:36][C:35]([C:7]2[CH2:8][CH2:9][N:10]([C:12]([O:14][CH2:15][C:16]3[CH:21]=[CH:20][CH:19]=[CH:18][CH:17]=3)=[O:13])[CH:11]=2)=[CH:34][CH:33]=1. The yield is 0.570. (5) The reactants are [Cl:1][C:2]1[CH:3]=[C:4]2[C:9](=[CH:10][CH:11]=1)[N:8]=[C:7]([CH2:12]Cl)[N:6]([C:14]1[CH:19]=[CH:18][CH:17]=[CH:16][C:15]=1[Cl:20])[C:5]2=[O:21].[N:22]1[C:30]([NH2:31])=[C:29]2[C:25]([N:26]=[CH:27][NH:28]2)=[N:24][CH:23]=1.C([O-])([O-])=O.[K+].[K+]. The catalyst is CN(C=O)C. The product is [NH2:31][C:30]1[N:22]=[CH:23][N:24]=[C:25]2[C:29]=1[N:28]=[CH:27][N:26]2[CH2:12][C:7]1[N:6]([C:14]2[CH:19]=[CH:18][CH:17]=[CH:16][C:15]=2[Cl:20])[C:5](=[O:21])[C:4]2[C:9](=[CH:10][CH:11]=[C:2]([Cl:1])[CH:3]=2)[N:8]=1. The yield is 0.390. (6) The reactants are [Cl:1][C:2]1[C:3](=[O:14])[N:4]([CH3:13])[N:5]=[CH:6][C:7]=1[NH:8][CH2:9][CH:10](Cl)[CH3:11].[F:15][C:16]1[CH:30]=[CH:29][C:19]2[C:20]([CH:23]3[CH2:28][CH2:27][NH:26][CH2:25][CH2:24]3)=[N:21][O:22][C:18]=2[CH:17]=1.C(=O)([O-])[O-].[K+].[K+].[I-].[K+]. The catalyst is C(#N)C. The product is [Cl:1][C:2]1[C:3](=[O:14])[N:4]([CH3:13])[N:5]=[CH:6][C:7]=1[NH:8][CH2:9][CH2:10][CH2:11][N:26]1[CH2:25][CH2:24][CH:23]([C:20]2[C:19]3[CH:29]=[CH:30][C:16]([F:15])=[CH:17][C:18]=3[O:22][N:21]=2)[CH2:28][CH2:27]1. The yield is 0.573. (7) The reactants are [Cl:1][C:2]1[CH:3]=[C:4]([CH:27]=[CH:28][C:29]=1[F:30])[NH:5][C:6]1[C:15]2[C:10](=[CH:11][C:12]([O:22][CH2:23][CH2:24][CH2:25]Cl)=[CH:13][C:14]=2[O:16][CH:17]2[CH2:21][CH2:20][O:19][CH2:18]2)[N:9]=[CH:8][N:7]=1.[CH3:31][N:32]1[CH2:37][CH2:36][NH:35][CH2:34][CH2:33]1. No catalyst specified. The product is [Cl:1][C:2]1[CH:3]=[C:4]([CH:27]=[CH:28][C:29]=1[F:30])[NH:5][C:6]1[C:15]2[C:10](=[CH:11][C:12]([O:22][CH2:23][CH2:24][CH2:25][N:35]3[CH2:36][CH2:37][N:32]([CH3:31])[CH2:33][CH2:34]3)=[CH:13][C:14]=2[O:16][CH:17]2[CH2:21][CH2:20][O:19][CH2:18]2)[N:9]=[CH:8][N:7]=1. The yield is 0.410.